Predict the product of the given reaction. From a dataset of Forward reaction prediction with 1.9M reactions from USPTO patents (1976-2016). (1) Given the reactants Br[CH2:2][C:3]1[CH:4]=[C:5]([NH:9][C:10](=[O:16])[O:11][C:12]([CH3:15])([CH3:14])[CH3:13])[CH:6]=[CH:7][CH:8]=1.[O:17]=[C:18]1[C:27]2[C:22](=[CH:23][CH:24]=[C:25]([C:28]([O:30][CH3:31])=[O:29])[CH:26]=2)[CH:21]=[CH:20][NH:19]1, predict the reaction product. The product is: [C:12]([O:11][C:10]([NH:9][C:5]1[CH:4]=[C:3]([CH:8]=[CH:7][CH:6]=1)[CH2:2][N:19]1[CH:20]=[CH:21][C:22]2[C:27](=[CH:26][C:25]([C:28]([O:30][CH3:31])=[O:29])=[CH:24][CH:23]=2)[C:18]1=[O:17])=[O:16])([CH3:15])([CH3:14])[CH3:13]. (2) Given the reactants [Cl:1][C:2]1[CH:11]=[C:10]2[C:5]([CH2:6][CH:7]([CH2:12][CH3:13])[N:8]=[CH:9]2)=[CH:4][C:3]=1[O:14][CH2:15][CH3:16].C(O[CH:20]=[C:21]([C:27](=[O:29])[CH3:28])[C:22]([O:24][CH2:25][CH3:26])=[O:23])C, predict the reaction product. The product is: [Cl:1][C:2]1[C:3]([O:14][CH2:15][CH3:16])=[CH:4][C:5]2[CH2:6][CH:7]([CH2:12][CH3:13])[N:8]3[CH:9]([CH2:28][C:27](=[O:29])[C:21]([C:22]([O:24][CH2:25][CH3:26])=[O:23])=[CH:20]3)[C:10]=2[CH:11]=1. (3) The product is: [C:1]([O:5][C:6](=[O:27])[NH:7][CH2:8][C:9]1[CH:14]=[C:13]([O:15][C:16]2[CH:17]=[CH:18][C:19]([CH2:22][CH3:23])=[CH:20][CH:21]=2)[CH:12]=[CH:11][C:10]=1[NH2:24])([CH3:3])([CH3:2])[CH3:4]. Given the reactants [C:1]([O:5][C:6](=[O:27])[NH:7][CH2:8][C:9]1[CH:14]=[C:13]([O:15][C:16]2[CH:21]=[CH:20][C:19]([CH2:22][CH3:23])=[CH:18][CH:17]=2)[CH:12]=[CH:11][C:10]=1[N+:24]([O-])=O)([CH3:4])([CH3:3])[CH3:2].[Cl-].[NH4+].C(O)C, predict the reaction product. (4) Given the reactants [C:1]([O:5][C:6]([N:8]1[CH2:16][CH2:15][N:14]([C:17]([O:19][C:20]([CH3:23])([CH3:22])[CH3:21])=[O:18])[CH:13]2[CH:9]1[CH2:10][NH:11][CH2:12]2)=[O:7])([CH3:4])([CH3:3])[CH3:2].C=O.[C:26]([BH3-])#N.[Na+].C(O)(=O)C, predict the reaction product. The product is: [C:20]([O:19][C:17]([N:14]1[CH2:15][CH2:16][N:8]([C:6]([O:5][C:1]([CH3:4])([CH3:3])[CH3:2])=[O:7])[CH:9]2[CH:13]1[CH2:12][N:11]([CH3:26])[CH2:10]2)=[O:18])([CH3:23])([CH3:22])[CH3:21]. (5) Given the reactants [CH2:1]([O:8][C:9]1[N:10]=[N:11][C:12]([C:15]#[C:16][Si](C)(C)C)=[CH:13][CH:14]=1)[C:2]1[CH:7]=[CH:6][CH:5]=[CH:4][CH:3]=1.[OH-].[Na+].C(O)(=O)CC(CC(O)=O)(C(O)=O)O, predict the reaction product. The product is: [CH2:1]([O:8][C:9]1[N:10]=[N:11][C:12]([C:15]#[CH:16])=[CH:13][CH:14]=1)[C:2]1[CH:3]=[CH:4][CH:5]=[CH:6][CH:7]=1. (6) Given the reactants BrC1N2C=CC=CC2=NC=1.N1(CCNC([NH:22][C:23]2[S:24][C:25]3[CH:31]=[C:30](S)[CH:29]=[CH:28][C:26]=3[N:27]=2)=O)CCOCC1.C(=O)([O-])[O-].[K+].[K+].CS(C)=O, predict the reaction product. The product is: [S:24]1[C:25]2[CH:31]=[CH:30][CH:29]=[CH:28][C:26]=2[N:27]=[C:23]1[NH2:22].